This data is from NCI-60 drug combinations with 297,098 pairs across 59 cell lines. The task is: Regression. Given two drug SMILES strings and cell line genomic features, predict the synergy score measuring deviation from expected non-interaction effect. (1) Drug 1: CC(C1=C(C=CC(=C1Cl)F)Cl)OC2=C(N=CC(=C2)C3=CN(N=C3)C4CCNCC4)N. Drug 2: CCC(=C(C1=CC=CC=C1)C2=CC=C(C=C2)OCCN(C)C)C3=CC=CC=C3.C(C(=O)O)C(CC(=O)O)(C(=O)O)O. Cell line: NCI-H460. Synergy scores: CSS=11.3, Synergy_ZIP=6.28, Synergy_Bliss=11.2, Synergy_Loewe=5.32, Synergy_HSA=10.6. (2) Drug 1: CN(C)N=NC1=C(NC=N1)C(=O)N. Drug 2: N.N.Cl[Pt+2]Cl. Cell line: MOLT-4. Synergy scores: CSS=7.59, Synergy_ZIP=-0.985, Synergy_Bliss=-1.92, Synergy_Loewe=-0.252, Synergy_HSA=-0.203. (3) Drug 1: CNC(=O)C1=NC=CC(=C1)OC2=CC=C(C=C2)NC(=O)NC3=CC(=C(C=C3)Cl)C(F)(F)F. Drug 2: CN(CC1=CN=C2C(=N1)C(=NC(=N2)N)N)C3=CC=C(C=C3)C(=O)NC(CCC(=O)O)C(=O)O. Cell line: HOP-92. Synergy scores: CSS=17.6, Synergy_ZIP=-3.63, Synergy_Bliss=-0.610, Synergy_Loewe=-28.3, Synergy_HSA=-4.68. (4) Drug 1: C1CC(=O)NC(=O)C1N2CC3=C(C2=O)C=CC=C3N. Drug 2: CCC1(C2=C(COC1=O)C(=O)N3CC4=CC5=C(C=CC(=C5CN(C)C)O)N=C4C3=C2)O.Cl. Cell line: OVCAR3. Synergy scores: CSS=34.7, Synergy_ZIP=-8.70, Synergy_Bliss=1.63, Synergy_Loewe=-78.6, Synergy_HSA=3.24. (5) Drug 1: CC1=C(C(=CC=C1)Cl)NC(=O)C2=CN=C(S2)NC3=CC(=NC(=N3)C)N4CCN(CC4)CCO. Drug 2: CS(=O)(=O)OCCCCOS(=O)(=O)C. Cell line: RXF 393. Synergy scores: CSS=16.8, Synergy_ZIP=-6.60, Synergy_Bliss=-7.68, Synergy_Loewe=-33.7, Synergy_HSA=-7.58. (6) Drug 1: COC1=NC(=NC2=C1N=CN2C3C(C(C(O3)CO)O)O)N. Drug 2: CCC1=C2CN3C(=CC4=C(C3=O)COC(=O)C4(CC)O)C2=NC5=C1C=C(C=C5)O. Cell line: TK-10. Synergy scores: CSS=7.41, Synergy_ZIP=-1.10, Synergy_Bliss=2.80, Synergy_Loewe=-16.8, Synergy_HSA=-3.45. (7) Drug 1: C1=CC(=CC=C1CC(C(=O)O)N)N(CCCl)CCCl.Cl. Drug 2: CS(=O)(=O)OCCCCOS(=O)(=O)C. Cell line: NCI-H460. Synergy scores: CSS=39.7, Synergy_ZIP=-1.65, Synergy_Bliss=6.89, Synergy_Loewe=-3.14, Synergy_HSA=6.20. (8) Drug 1: CC1=CC=C(C=C1)C2=CC(=NN2C3=CC=C(C=C3)S(=O)(=O)N)C(F)(F)F. Drug 2: C1CN(CCN1C(=O)CCBr)C(=O)CCBr. Cell line: OVCAR-4. Synergy scores: CSS=6.29, Synergy_ZIP=-1.83, Synergy_Bliss=3.51, Synergy_Loewe=-1.03, Synergy_HSA=0.453.